This data is from Reaction yield outcomes from USPTO patents with 853,638 reactions. The task is: Predict the reaction yield, written as a fraction of the theoretical maximum amount of product (1.0 means a 100% yield; for example, 0.34 means a 34% yield). (1) The reactants are [N+:1]([C:4]1[CH:12]=[C:11]2[C:7]([CH:8]=[CH:9][NH:10]2)=[CH:6][CH:5]=1)([O-:3])=[O:2].CCN(C(C)C)C(C)C.[C:22](Br)([CH3:25])([CH3:24])[CH3:23]. The catalyst is CCCC[N+](CCCC)(CCCC)CCCC.[I-].C1(C)C=CC=CC=1.[O-]S(C(F)(F)F)(=O)=O.[Zn+2].[O-]S(C(F)(F)F)(=O)=O. The product is [C:22]([C:8]1[C:7]2[C:11](=[CH:12][C:4]([N+:1]([O-:3])=[O:2])=[CH:5][CH:6]=2)[NH:10][CH:9]=1)([CH3:25])([CH3:24])[CH3:23]. The yield is 0.190. (2) The reactants are [N:1]1([C:7]2[CH:12]=[CH:11][C:10]([NH:13][C:14]([C:16]3[CH:25]=[C:24]([N:26]([CH3:28])[CH3:27])[C:23]4[C:18](=[C:19](Br)[CH:20]=[C:21]([O:29][CH3:30])[CH:22]=4)[N:17]=3)=[O:15])=[CH:9][CH:8]=2)[CH2:6][CH2:5][O:4][CH2:3][CH2:2]1.[CH3:32][N:33]1[CH2:38][CH2:37][NH:36][CH2:35][CH2:34]1.C1C=CC(P(C2C(C3C(P(C4C=CC=CC=4)C4C=CC=CC=4)=CC=C4C=3C=CC=C4)=C3C(C=CC=C3)=CC=2)C2C=CC=CC=2)=CC=1.C(=O)([O-])[O-].[Cs+].[Cs+]. The catalyst is C1(C)C=CC=CC=1. The product is [N:1]1([C:7]2[CH:12]=[CH:11][C:10]([NH:13][C:14]([C:16]3[CH:25]=[C:24]([N:26]([CH3:28])[CH3:27])[C:23]4[C:18](=[C:19]([N:36]5[CH2:37][CH2:38][N:33]([CH3:32])[CH2:34][CH2:35]5)[CH:20]=[C:21]([O:29][CH3:30])[CH:22]=4)[N:17]=3)=[O:15])=[CH:9][CH:8]=2)[CH2:6][CH2:5][O:4][CH2:3][CH2:2]1. The yield is 0.670.